This data is from HIV replication inhibition screening data with 41,000+ compounds from the AIDS Antiviral Screen. The task is: Binary Classification. Given a drug SMILES string, predict its activity (active/inactive) in a high-throughput screening assay against a specified biological target. (1) The compound is CCN(CC)CCC(=O)NC1c2ccccc2Sc2c(C)cccc21. The result is 0 (inactive). (2) The drug is CC1(C)C2CCC(O)(C2)C1N.Cl. The result is 0 (inactive). (3) The drug is O=C(NC(=O)c1ccccc1[N+](=O)[O-])Nc1ccc(Oc2ncc(Cl)cn2)c([N+](=O)[O-])c1. The result is 0 (inactive). (4) The molecule is COC1OC(C(=O)c2ccccc2)C2OC(C)(C)OC12. The result is 0 (inactive). (5) The drug is CC1(C)CC(C2CC(C)(C)CC(C)(C)C2O)C(O)C(C)(C)C1. The result is 0 (inactive).